Task: Predict which catalyst facilitates the given reaction.. Dataset: Catalyst prediction with 721,799 reactions and 888 catalyst types from USPTO Reactant: CS(O)(=O)=O.[Br:6][C:7]1[CH:12]=[CH:11][C:10]([O:13]N)=[C:9]([I:15])[CH:8]=1.O=[C:17]1[CH2:22][CH2:21][N:20]([C:23]([O:25][C:26]([CH3:29])([CH3:28])[CH3:27])=[O:24])[CH2:19][CH2:18]1.CS(O)(=O)=O.C(OC(OC(C)(C)C)=O)(OC(C)(C)C)=O. Product: [Br:6][C:7]1[CH:8]=[C:9]([I:15])[C:10]2[O:13][C:17]3[CH2:22][CH2:21][N:20]([C:23]([O:25][C:26]([CH3:29])([CH3:28])[CH3:27])=[O:24])[CH2:19][C:18]=3[C:11]=2[CH:12]=1. The catalyst class is: 15.